Dataset: Forward reaction prediction with 1.9M reactions from USPTO patents (1976-2016). Task: Predict the product of the given reaction. (1) Given the reactants [Br:1][C:2]1[CH:7]=[C:6]([F:8])[C:5]([OH:9])=[C:4]([Cl:10])[CH:3]=1.C([O-])([O-])=O.[K+].[K+].Br[CH2:18][CH:19]([CH3:21])[CH3:20], predict the reaction product. The product is: [Br:1][C:2]1[CH:7]=[C:6]([F:8])[C:5]([O:9][CH2:18][CH:19]([CH3:21])[CH3:20])=[C:4]([Cl:10])[CH:3]=1. (2) Given the reactants [NH2:1][CH2:2][C:3]1([C:9]([NH:11][O:12][C@@H:13]([CH2:24][C:25]2[CH:30]=[CH:29][C:28]([O:31][CH2:32][C:33]3[CH:38]=[CH:37][CH:36]=[CH:35][CH:34]=3)=[CH:27][CH:26]=2)[C:14]([O:16][CH2:17][C:18]2[CH:23]=[CH:22][CH:21]=[CH:20][CH:19]=2)=[O:15])=[O:10])[CH2:8][CH2:7][CH2:6][CH2:5][CH2:4]1.[CH2:39]([N:46]=[C:47]=[O:48])[C:40]1[CH:45]=[CH:44][CH:43]=[CH:42][CH:41]=1.C(N(CC)CC)C, predict the reaction product. The product is: [CH2:32]([O:31][C:28]1[CH:29]=[CH:30][C:25]([CH2:24][C@H:13]([O:12][NH:11][C:9]([C:3]2([CH2:2][NH:1][C:47]([NH:46][CH2:39][C:40]3[CH:45]=[CH:44][CH:43]=[CH:42][CH:41]=3)=[O:48])[CH2:4][CH2:5][CH2:6][CH2:7][CH2:8]2)=[O:10])[C:14]([O:16][CH2:17][C:18]2[CH:19]=[CH:20][CH:21]=[CH:22][CH:23]=2)=[O:15])=[CH:26][CH:27]=1)[C:33]1[CH:34]=[CH:35][CH:36]=[CH:37][CH:38]=1. (3) The product is: [OH:19][C:20]1([C:2]2[CH:3]=[N:4][CH:5]=[CH:6][CH:7]=2)[CH2:21][CH2:22][N:23]([C:26]([O:28][CH2:29][C:30]2[CH:35]=[CH:34][CH:33]=[CH:32][CH:31]=2)=[O:27])[CH2:24][CH2:25]1. Given the reactants Br[C:2]1[CH:3]=[N:4][CH:5]=[CH:6][CH:7]=1.C([Li])CCC.CCCCCC.[O:19]=[C:20]1[CH2:25][CH2:24][N:23]([C:26]([O:28][CH2:29][C:30]2[CH:35]=[CH:34][CH:33]=[CH:32][CH:31]=2)=[O:27])[CH2:22][CH2:21]1, predict the reaction product. (4) Given the reactants [C:1]([C:5]1[CH:10]=[CH:9][C:8]([C:11]2[NH:15][C:14]3[CH:16]=[CH:17][CH:18]=[C:19]([N:20]4[CH2:25][CH2:24][N:23]([CH2:26][C:27]5[CH:32]=[CH:31][C:30]([N+:33]([O-:35])=[O:34])=[C:29](F)[CH:28]=5)[CH2:22][CH2:21]4)[C:13]=3[N:12]=2)=[CH:7][CH:6]=1)([CH3:4])([CH3:3])[CH3:2].Cl.[CH3:38][O:39][C:40](=[O:43])[CH2:41][NH2:42].C(=O)([O-])[O-], predict the reaction product. The product is: [CH3:38][O:39][C:40](=[O:43])[CH2:41][NH:42][C:29]1[CH:28]=[C:27]([CH2:26][N:23]2[CH2:22][CH2:21][N:20]([C:19]3[C:13]4[N:12]=[C:11]([C:8]5[CH:9]=[CH:10][C:5]([C:1]([CH3:4])([CH3:2])[CH3:3])=[CH:6][CH:7]=5)[NH:15][C:14]=4[CH:16]=[CH:17][CH:18]=3)[CH2:25][CH2:24]2)[CH:32]=[CH:31][C:30]=1[N+:33]([O-:35])=[O:34]. (5) Given the reactants [NH2:1][C:2]1[N:7]2[CH:8]=[C:9]([CH2:11][CH3:12])[N:10]=[C:6]2[C:5]([C:13]([NH:15][CH2:16][CH:17]2[CH2:22][CH2:21][NH:20][CH2:19][CH2:18]2)=[O:14])=[CH:4][C:3]=1[Cl:23].Br[CH2:25][CH2:26][C:27]1[CH:32]=[CH:31][C:30]([C:33]([CH3:36])([CH3:35])[CH3:34])=[CH:29][CH:28]=1, predict the reaction product. The product is: [NH2:1][C:2]1[N:7]2[CH:8]=[C:9]([CH2:11][CH3:12])[N:10]=[C:6]2[C:5]([C:13]([NH:15][CH2:16][CH:17]2[CH2:22][CH2:21][N:20]([CH2:25][CH2:26][C:27]3[CH:28]=[CH:29][C:30]([C:33]([CH3:34])([CH3:36])[CH3:35])=[CH:31][CH:32]=3)[CH2:19][CH2:18]2)=[O:14])=[CH:4][C:3]=1[Cl:23]. (6) Given the reactants [CH2:1]([O:3][C:4](=[O:42])[C:5]([O:8][C:9]1[CH:14]=[CH:13][CH:12]=[CH:11][C:10]=1[N:15]1[CH2:20][CH2:19][N:18]([CH2:21][CH2:22][CH2:23][CH2:24][O:25][C:26]2[CH:31]=[CH:30][C:29]([O:32][CH2:33][C:34](OCC)=[O:35])=[C:28]([N+:39]([O-])=O)[CH:27]=2)[CH2:17][CH2:16]1)([CH3:7])[CH3:6])[CH3:2].O=C1COC2C=CC(OCCCCN3CCN(C4C=CC=CC=4OCCCC(OCC)=O)CC3)=CC=2N1, predict the reaction product. The product is: [CH3:6][C:5]([O:8][C:9]1[CH:14]=[CH:13][CH:12]=[CH:11][C:10]=1[N:15]1[CH2:20][CH2:19][N:18]([CH2:21][CH2:22][CH2:23][CH2:24][O:25][C:26]2[CH:31]=[CH:30][C:29]3[O:32][CH2:33][C:34](=[O:35])[NH:39][C:28]=3[CH:27]=2)[CH2:17][CH2:16]1)([CH3:7])[C:4]([O:3][CH2:1][CH3:2])=[O:42]. (7) The product is: [F:1][C:2]1[CH:3]=[CH:4][C:5]([C:8]2[N:12]([CH3:13])[N:11]=[CH:10][C:9]=2[CH2:14][O:15][C:40]2[CH:49]=[CH:48][C:43]([C:44]([O:46][CH3:47])=[O:45])=[CH:42][CH:41]=2)=[CH:6][CH:7]=1. Given the reactants [F:1][C:2]1[CH:7]=[CH:6][C:5]([C:8]2[N:12]([CH3:13])[N:11]=[CH:10][C:9]=2[CH:14]=[O:15])=[CH:4][CH:3]=1.[H-].[Al+3].[Li+].[H-].[H-].[H-].O.O.O.O.O.O.O.O.O.O.S([O-])([O-])(=O)=O.[Na+].[Na+].O[C:40]1[CH:49]=[CH:48][C:43]([C:44]([O:46][CH3:47])=[O:45])=[CH:42][CH:41]=1.C(P(CCCC)CCCC)CCC.N(C(N1CCCCC1)=O)=NC(N1CCCCC1)=O, predict the reaction product.